Dataset: Forward reaction prediction with 1.9M reactions from USPTO patents (1976-2016). Task: Predict the product of the given reaction. Given the reactants [C:1]([O:5][C:6]([N:8]1[CH2:13][CH2:12][C:11]([C:16]2[CH:21]=[CH:20][C:19]([Br:22])=[CH:18][CH:17]=2)([C:14]#N)[CH2:10][CH2:9]1)=[O:7])([CH3:4])([CH3:3])[CH3:2].CC(C[AlH]CC(C)C)C.[CH3:32][OH:33], predict the reaction product. The product is: [C:1]([O:5][C:6]([N:8]1[CH2:13][CH2:12][C:11]([C:16]2[CH:21]=[CH:20][C:19]([Br:22])=[CH:18][CH:17]=2)([CH2:14][CH:32]=[O:33])[CH2:10][CH2:9]1)=[O:7])([CH3:4])([CH3:3])[CH3:2].